Predict the reaction yield, written as a fraction of the theoretical maximum amount of product (1.0 means a 100% yield; for example, 0.34 means a 34% yield). From a dataset of Reaction yield outcomes from USPTO patents with 853,638 reactions. (1) The reactants are [Si]([O:8][CH2:9][CH2:10][N:11]1[CH2:16][CH2:15][N:14]([C:17]2[CH:18]=[CH:19][C:20]([NH:23][C:24]3[N:25]=[CH:26][C:27]4[C:32]5[CH:33]=[CH:34][N:35]=[CH:36][C:31]=5[N:30]([CH:37]5[CH2:41][CH2:40][CH2:39][CH2:38]5)[C:28]=4[N:29]=3)=[N:21][CH:22]=2)[CH2:13][CH2:12]1)(C(C)(C)C)(C)C.[F-].C([N+](CCCC)(CCCC)CCCC)CCC.C(OCC)C. The catalyst is C1COCC1.CO.Cl. The product is [CH:37]1([N:30]2[C:28]3[N:29]=[C:24]([NH:23][C:20]4[N:21]=[CH:22][C:17]([N:14]5[CH2:15][CH2:16][N:11]([CH2:10][CH2:9][OH:8])[CH2:12][CH2:13]5)=[CH:18][CH:19]=4)[N:25]=[CH:26][C:27]=3[C:32]3[CH:33]=[CH:34][N:35]=[CH:36][C:31]2=3)[CH2:38][CH2:39][CH2:40][CH2:41]1. The yield is 0.790. (2) The reactants are [OH:1][CH:2]1[CH2:7][CH2:6][O:5][CH2:4][CH2:3]1.C(N(CC)CC)C.[CH3:15][S:16](Cl)(=[O:18])=[O:17].O. The catalyst is ClCCl. The product is [O:5]1[CH2:6][CH2:7][CH:2]([O:1][S:16]([CH3:15])(=[O:18])=[O:17])[CH2:3][CH2:4]1. The yield is 1.00. (3) The reactants are [Br:1][C:2]1[C:3]([F:12])=[C:4]2[C:10]([NH2:11])=[CH:9][NH:8][C:5]2=[N:6][CH:7]=1.[F:13][C:14]1[CH:15]=[C:16]([CH:20]=[CH:21][C:22]=1[O:23][CH3:24])[C:17](O)=[O:18].C1N(P(Cl)(N2C(=O)OCC2)=O)C(=O)OC1.C(N(CC)CC)C. The catalyst is C(Cl)Cl. The product is [Br:1][C:2]1[C:3]([F:12])=[C:4]2[C:10]([NH:11][C:17](=[O:18])[C:16]3[CH:20]=[CH:21][C:22]([O:23][CH3:24])=[C:14]([F:13])[CH:15]=3)=[CH:9][NH:8][C:5]2=[N:6][CH:7]=1. The yield is 0.900. (4) The reactants are [C:1]([O:4][C@H:5]1[C@@H:19]([O:20][C:21](=[O:23])[CH3:22])[C@H:18]([O:24][C:25](=[O:27])[CH3:26])[C@@H:17]([CH2:28][O:29][C:30](=[O:32])[CH3:31])[O:16][C@@H:6]1[O:7][C:8]1[CH:13]=[CH:12][C:11](I)=[CH:10][C:9]=1[Cl:15])(=[O:3])[CH3:2].[Cl:33][C:34]1[CH:35]=[C:36]2[CH:42]=[CH:41][NH:40][C:37]2=[N:38][CH:39]=1.[O-]P([O-])([O-])=O.[K+].[K+].[K+].[C@@H]1(N)CCCC[C@H]1N. The catalyst is [Cu]I. The product is [C:1]([O:4][C@H:5]1[C@@H:19]([O:20][C:21](=[O:23])[CH3:22])[C@H:18]([O:24][C:25](=[O:27])[CH3:26])[C@@H:17]([CH2:28][O:29][C:30](=[O:32])[CH3:31])[O:16][C@@H:6]1[O:7][C:8]1[CH:13]=[CH:12][C:11]([N:40]2[C:37]3=[N:38][CH:39]=[C:34]([Cl:33])[CH:35]=[C:36]3[CH:42]=[CH:41]2)=[CH:10][C:9]=1[Cl:15])(=[O:3])[CH3:2]. The yield is 0.820. (5) The reactants are [Br:1][C:2]1[C:7]([N+:8]([O-])=O)=[CH:6][CH:5]=[CH:4][C:3]=1[F:11].[BH4-].[Na+].O. The catalyst is CO.Cl[Ni]Cl. The product is [Br:1][C:2]1[C:3]([F:11])=[CH:4][CH:5]=[CH:6][C:7]=1[NH2:8]. The yield is 0.700. (6) The reactants are [C:1]([Si:5]([CH3:17])([CH3:16])[N:6]1[C:10]2=[N:11][CH:12]=[CH:13][C:14](I)=[C:9]2[CH:8]=[CH:7]1)([CH3:4])([CH3:3])[CH3:2].C([Mg]Cl)(C)C.[Cl:23][C:24]1[CH:29]=[CH:28][C:27]([S:30]([N:33]([C:37]2[CH:42]=[C:41]([Cl:43])[CH:40]=[CH:39][C:38]=2[CH:44]=[O:45])[CH2:34][O:35][CH3:36])(=[O:32])=[O:31])=[CH:26][C:25]=1[C:46]([F:49])([F:48])[F:47]. The catalyst is C1COCC1. The product is [Cl:23][C:24]1[CH:29]=[CH:28][C:27]([S:30]([N:33]([C:37]2[CH:42]=[C:41]([Cl:43])[CH:40]=[CH:39][C:38]=2[CH:44]([OH:45])[C:14]2[CH:13]=[CH:12][N:11]=[C:10]3[N:6]([Si:5]([C:1]([CH3:4])([CH3:3])[CH3:2])([CH3:17])[CH3:16])[CH:7]=[CH:8][C:9]=23)[CH2:34][O:35][CH3:36])(=[O:31])=[O:32])=[CH:26][C:25]=1[C:46]([F:48])([F:49])[F:47]. The yield is 0.480. (7) The reactants are O[C:2]1([C:41]([F:44])([F:43])[F:42])[N:6]([C:7]2[CH:34]=[CH:33][C:10]([C:11]([NH:13][C:14]3[C:23]4[C:18](=[CH:19][CH:20]=[CH:21][CH:22]=4)[C:17]([O:24][CH2:25][CH2:26][N:27]4[CH2:32][CH2:31]O[CH2:29][CH2:28]4)=[CH:16][CH:15]=3)=[O:12])=[CH:9][N:8]=2)[N:5]=[C:4]([C:35]2[CH:36]=[N:37][CH:38]=[CH:39][CH:40]=2)[CH2:3]1.[C:45](O)(=O)C. No catalyst specified. The product is [N:27]1([CH2:26][CH2:25][O:24][C:17]2[C:18]3[C:23](=[CH:22][CH:21]=[CH:20][CH:19]=3)[C:14]([NH:13][C:11](=[O:12])[C:10]3[CH:33]=[CH:34][C:7]([N:6]4[C:2]([C:41]([F:42])([F:44])[F:43])=[CH:3][C:4]([C:35]5[CH:36]=[N:37][CH:38]=[CH:39][CH:40]=5)=[N:5]4)=[N:8][CH:9]=3)=[CH:15][CH:16]=2)[CH2:28][CH2:29][CH2:45][CH2:31][CH2:32]1. The yield is 0.160. (8) The reactants are [Na].[CH3:2][C:3]([C:5]1[CH:10]=[CH:9][C:8]([O:11][CH3:12])=[CH:7][CH:6]=1)=[O:4].Cl[C:14]1[N:22]=[C:21]([Cl:23])[CH:20]=[CH:19][C:15]=1[C:16]([OH:18])=[O:17]. The catalyst is C([O-])(=O)C.[Cu+2].C([O-])(=O)C.CCO. The product is [Cl:23][C:21]1[CH:20]=[CH:19][C:15]([C:16]([OH:18])=[O:17])=[C:14]([CH2:2][C:3]([C:5]2[CH:10]=[CH:9][C:8]([O:11][CH3:12])=[CH:7][CH:6]=2)=[O:4])[N:22]=1. The yield is 0.630. (9) The reactants are [N+:1]([C:4]1[CH:9]=[C:8]([C:10]2[CH:15]=[CH:14][CH:13]=[C:12]([NH:16][C:17](=[O:22])[C:18]([F:21])([F:20])[F:19])[CH:11]=2)[CH:7]=[CH:6][C:5]=1[CH:23](C(OC)=O)[C:24]([O:26]C)=[O:25])([O-:3])=[O:2]. The catalyst is Cl. The product is [N+:1]([C:4]1[CH:9]=[C:8]([C:10]2[CH:15]=[CH:14][CH:13]=[C:12]([NH:16][C:17](=[O:22])[C:18]([F:19])([F:20])[F:21])[CH:11]=2)[CH:7]=[CH:6][C:5]=1[CH2:23][C:24]([OH:26])=[O:25])([O-:3])=[O:2]. The yield is 0.730.